From a dataset of Full USPTO retrosynthesis dataset with 1.9M reactions from patents (1976-2016). Predict the reactants needed to synthesize the given product. (1) Given the product [NH2:1][C:4]1[CH:5]=[N:6][C:7]2[C:12]([C:13]=1[NH:14][CH2:15][C:16]1([OH:26])[CH2:25][CH2:24][C:19]3([O:23][CH2:22][CH2:21][O:20]3)[CH2:18][CH2:17]1)=[CH:11][CH:10]=[CH:9][CH:8]=2, predict the reactants needed to synthesize it. The reactants are: [N+:1]([C:4]1[CH:5]=[N:6][C:7]2[C:12]([C:13]=1[NH:14][CH2:15][C:16]1([OH:26])[CH2:25][CH2:24][C:19]3([O:23][CH2:22][CH2:21][O:20]3)[CH2:18][CH2:17]1)=[CH:11][CH:10]=[CH:9][CH:8]=2)([O-])=O. (2) Given the product [CH3:36][NH:40][C:49]([C@@H:15]1[C@@H:14]([OH:19])[C@@H:13]([OH:27])[C@H:12]([N:6]2[CH:5]=[N:4][C:3]3[C:7]2=[N:8][C:9]([Cl:11])=[N:10][C:2]=3[NH2:1])[S:16]1)=[O:53], predict the reactants needed to synthesize it. The reactants are: [NH2:1][C:2]1[N:10]=[C:9]([Cl:11])[N:8]=[C:7]2[C:3]=1[N:4]=[CH:5][N:6]2[C@@H:12]1[S:16][C@H:15]([N-]C)[C@@H:14]([O:19][Si](C(C)(C)C)(C)C)[C@H:13]1[O:27][Si](C(C)(C)C)(C)C.[F-].[CH2:36]([N+:40]([CH2:49]CCC)(CCCC)CCCC)CCC.[O:53]1CCCC1. (3) The reactants are: [NH2:1][C:2]1[C:7]([OH:8])=[CH:6][CH:5]=[CH:4][N:3]=1.[CH2:9]([O:11][C:12]([N:14]=[C:15]=[S:16])=[O:13])[CH3:10]. Given the product [OH:8][C:7]1[C:2]([NH:1][C:15]([NH:14][C:12]([O:11][CH2:9][CH3:10])=[O:13])=[S:16])=[N:3][CH:4]=[CH:5][CH:6]=1, predict the reactants needed to synthesize it. (4) Given the product [CH3:1][C:2]1[N:7]=[C:6]([C:8]([OH:14])=[O:9])[C:5]([O:10][CH2:11][CH2:12][CH3:13])=[CH:4][CH:3]=1, predict the reactants needed to synthesize it. The reactants are: [CH3:1][C:2]1[N:7]=[C:6]([CH2:8][OH:9])[C:5]([O:10][CH2:11][CH2:12][CH3:13])=[CH:4][CH:3]=1.[O-:14][Mn](=O)(=O)=O.[K+].[OH-].[K+].Cl. (5) The reactants are: [C:1]([O:5][C:6](=[O:19])[NH:7][C:8]1[CH:13]=[CH:12][C:11]([C:14]([F:17])([F:16])[F:15])=[CH:10][C:9]=1[NH2:18])([CH3:4])([CH3:3])[CH3:2].C([O:24][C:25](=O)[CH2:26][C:27]([C:29]1[CH:34]=[CH:33][CH:32]=[C:31]([C:35]2[C:40]([CH2:41][CH3:42])=[CH:39][N:38]=[C:37]([CH3:43])[CH:36]=2)[CH:30]=1)=[O:28])(C)(C)C. Given the product [C:1]([O:5][C:6](=[O:19])[NH:7][C:8]1[CH:13]=[CH:12][C:11]([C:14]([F:17])([F:16])[F:15])=[CH:10][C:9]=1[NH:18][C:25](=[O:24])[CH2:26][C:27]([C:29]1[CH:34]=[CH:33][CH:32]=[C:31]([C:35]2[C:40]([CH2:41][CH3:42])=[CH:39][N:38]=[C:37]([CH3:43])[CH:36]=2)[CH:30]=1)=[O:28])([CH3:4])([CH3:2])[CH3:3], predict the reactants needed to synthesize it. (6) Given the product [CH3:9][O:10][C:11]1[CH:12]=[C:13]([CH:14]=[CH:15][CH:16]=1)[CH:17]=[CH:18][C:2]1[CH:3]=[CH:4][C:5]([NH2:8])=[N:6][CH:7]=1, predict the reactants needed to synthesize it. The reactants are: Br[C:2]1[CH:3]=[CH:4][C:5]([NH2:8])=[N:6][CH:7]=1.[CH3:9][O:10][C:11]1[CH:16]=[CH:15][CH:14]=[C:13]([CH:17]=[CH2:18])[CH:12]=1.CCN(CC)CC. (7) Given the product [F:29][C:13]1[C:14]([NH:16][C@@H:17]([C:25]([CH3:28])([CH3:27])[CH3:26])/[CH:18]=[CH:19]/[C:20]([O:22][CH2:23][CH3:24])=[O:21])=[N:15][C:10]([C:39]2[C:33]3[C:34](=[N:35][CH:36]=[C:31]([F:30])[CH:32]=3)[N:37]([S:49]([C:52]3[CH:57]=[CH:56][C:55]([CH3:58])=[CH:54][CH:53]=3)(=[O:50])=[O:51])[CH:38]=2)=[N:11][CH:12]=1, predict the reactants needed to synthesize it. The reactants are: [O-]P([O-])([O-])=O.[K+].[K+].[K+].Cl[C:10]1[N:15]=[C:14]([NH:16][C@@H:17]([C:25]([CH3:28])([CH3:27])[CH3:26])/[CH:18]=[CH:19]/[C:20]([O:22][CH2:23][CH3:24])=[O:21])[C:13]([F:29])=[CH:12][N:11]=1.[F:30][C:31]1[CH:32]=[C:33]2[C:39](B3OC(C)(C)C(C)(C)O3)=[CH:38][N:37]([S:49]([C:52]3[CH:57]=[CH:56][C:55]([CH3:58])=[CH:54][CH:53]=3)(=[O:51])=[O:50])[C:34]2=[N:35][CH:36]=1. (8) Given the product [Br:2][C:3]1[C:4]2[N:5]([C:10]([F:14])=[CH:11][N:12]=2)[N:6]=[C:7]([Cl:9])[CH:8]=1, predict the reactants needed to synthesize it. The reactants are: Cl.[Br:2][C:3]1[C:4]2[N:5]([CH:10]=[CH:11][N:12]=2)[N:6]=[C:7]([Cl:9])[CH:8]=1.[B-](F)(F)(F)[F:14].[B-](F)(F)(F)F.C1[N+]2(CCl)CC[N+](F)(CC2)C1.